This data is from Full USPTO retrosynthesis dataset with 1.9M reactions from patents (1976-2016). The task is: Predict the reactants needed to synthesize the given product. Given the product [C:1]1([CH2:7][CH2:8][CH2:9][N:10]2[CH2:15][CH2:14][CH:13]([CH2:24][CH2:23][CH2:22][C:16]3[CH:21]=[CH:20][CH:19]=[CH:18][CH:17]=3)[CH2:12][CH2:11]2)[CH:6]=[CH:5][CH:4]=[CH:3][CH:2]=1, predict the reactants needed to synthesize it. The reactants are: [C:1]1([CH2:7][CH2:8][CH2:9][N:10]2[CH2:15][CH2:14][CH2:13][CH2:12][CH2:11]2)[CH:6]=[CH:5][CH:4]=[CH:3][CH:2]=1.[C:16]1([CH2:22][CH2:23][CH2:24]Br)[CH:21]=[CH:20][CH:19]=[CH:18][CH:17]=1.C([O-])([O-])=O.[K+].[K+].